This data is from Reaction yield outcomes from USPTO patents with 853,638 reactions. The task is: Predict the reaction yield, written as a fraction of the theoretical maximum amount of product (1.0 means a 100% yield; for example, 0.34 means a 34% yield). (1) The reactants are [NH:1]([C:8]1[N:9]([C:21]2[CH:26]=[CH:25][CH:24]=[CH:23][CH:22]=2)[C:10]2[C:15]([C:16](=[O:18])[CH:17]=1)=[C:14]([CH3:19])[CH:13]=[C:12](Cl)[N:11]=2)[C:2]1[CH:7]=[CH:6][CH:5]=[CH:4][CH:3]=1.[CH2:27]([Mg]Cl)[C:28]1[CH:33]=[CH:32][CH:31]=[CH:30][CH:29]=1. The catalyst is C1COCC1.Cl[Ni]1(Cl)[P](C2C=CC=CC=2)(C2C=CC=CC=2)CCC[P]1(C1C=CC=CC=1)C1C=CC=CC=1. The product is [NH:1]([C:8]1[N:9]([C:21]2[CH:26]=[CH:25][CH:24]=[CH:23][CH:22]=2)[C:10]2[C:15]([C:16](=[O:18])[CH:17]=1)=[C:14]([CH3:19])[CH:13]=[C:12]([CH2:27][C:28]1[CH:33]=[CH:32][CH:31]=[CH:30][CH:29]=1)[N:11]=2)[C:2]1[CH:7]=[CH:6][CH:5]=[CH:4][CH:3]=1. The yield is 0.410. (2) The reactants are [CH3:1][CH2:2][C@@H:3]1[NH:46][C:44](=[O:45])[C@H:43]([C@H:47]([OH:54])[C@@H:48]([CH2:50]/[CH:51]=[CH:52]/[CH3:53])[CH3:49])[N:42]([CH3:55])[C:40](=[O:41])[C@H:39]([CH:56]([CH3:58])[CH3:57])[N:38]([CH3:59])[C:36](=[O:37])[C@H:35]([CH2:60][CH:61]([CH3:63])[CH3:62])[N:34]([CH3:64])[C:32](=[O:33])[C@H:31]([CH2:65][CH:66]([CH3:68])[CH3:67])[N:30]([CH3:69])[C:28](=[O:29])[C@@H:27]([CH3:70])[NH:26][C:24](=[O:25])[C@H:23]([CH3:71])[NH:22][C:20](=[O:21])[C@H:19]([CH2:72][CH:73]([CH3:75])[CH3:74])[N:18]([CH3:76])[C:16](=[O:17])[C@H:15]([CH:77]([CH3:79])[CH3:78])[NH:14][C:12](=[O:13])[C@H:11]([CH2:80][CH:81]([CH3:83])[CH3:82])[N:10]([CH3:84])[C:8](=[O:9])[CH2:7][N:6]([CH3:85])[C:4]1=[O:5].N1C=CC=CC=1.[C:92]([O:95]C(=O)C)(=[O:94])[CH3:93]. The catalyst is C(OCC)(=O)C. The product is [CH3:1][CH2:2][C@@H:3]1[NH:46][C:44](=[O:45])[C@H:43]([C@H:47]([OH:54])[C@@H:48]([CH2:50]/[CH:51]=[CH:52]/[CH3:53])[CH3:49])[N:42]([CH3:55])[C:40](=[O:41])[C@H:39]([CH:56]([CH3:57])[CH3:58])[N:38]([CH3:59])[C:36](=[O:37])[C@H:35]([CH2:60][CH:61]([CH3:62])[CH3:63])[N:34]([CH3:64])[C:32](=[O:33])[C@H:31]([CH2:65][CH:66]([CH3:68])[CH3:67])[N:30]([CH3:69])[C:28](=[O:29])[C@@H:27]([CH3:70])[NH:26][C:24](=[O:25])[C@H:23]([CH3:71])[NH:22][C:20](=[O:21])[C@H:19]([CH2:72][CH:73]([CH3:75])[CH3:74])[N:18]([CH3:76])[C:16](=[O:17])[C@H:15]([CH:77]([CH3:79])[CH3:78])[NH:14][C:12](=[O:13])[C@H:11]([CH2:80][CH:81]([CH3:83])[CH3:82])[N:10]([CH3:84])[C:8](=[O:9])[CH2:7][N:6]([CH3:85])[C:4]1=[O:5].[C:92]([O-:95])(=[O:94])[CH3:93]. The yield is 0.950.